Predict the reactants needed to synthesize the given product. From a dataset of Full USPTO retrosynthesis dataset with 1.9M reactions from patents (1976-2016). (1) Given the product [O:8]([C:5]1[CH:4]=[C:3]2[C:2](=[CH:7][CH:6]=1)[O:1][C:20]1([CH2:21][CH2:22][CH2:23][O:18][CH2:19]1)[CH2:16][C:15]2=[O:17])[C:9]1[CH:14]=[CH:13][CH:12]=[CH:11][CH:10]=1, predict the reactants needed to synthesize it. The reactants are: [OH:1][C:2]1[CH:7]=[CH:6][C:5]([O:8][C:9]2[CH:14]=[CH:13][CH:12]=[CH:11][CH:10]=2)=[CH:4][C:3]=1[C:15](=[O:17])[CH3:16].[O:18]1[CH2:23][CH2:22][CH2:21][C:20](=O)[CH2:19]1.N1CCCC1. (2) Given the product [OH:21][C:17]1[C:16]([O:22][CH3:23])=[CH:15][C:12]([C:13]#[N:14])=[C:11]([CH2:10][N:3]2[CH2:8][CH2:7][O:6][CH2:5][CH2:4]2)[C:18]=1[C:19]#[N:20], predict the reactants needed to synthesize it. The reactants are: [H-].[Na+].[NH:3]1[CH2:8][CH2:7][O:6][CH2:5][CH2:4]1.Br[CH2:10][C:11]1[C:18]([C:19]#[N:20])=[C:17]([OH:21])[C:16]([O:22][CH3:23])=[CH:15][C:12]=1[C:13]#[N:14].